This data is from NCI-60 drug combinations with 297,098 pairs across 59 cell lines. The task is: Regression. Given two drug SMILES strings and cell line genomic features, predict the synergy score measuring deviation from expected non-interaction effect. (1) Drug 1: CS(=O)(=O)C1=CC(=C(C=C1)C(=O)NC2=CC(=C(C=C2)Cl)C3=CC=CC=N3)Cl. Drug 2: C1=CC(=CC=C1C#N)C(C2=CC=C(C=C2)C#N)N3C=NC=N3. Cell line: HCC-2998. Synergy scores: CSS=2.15, Synergy_ZIP=-2.31, Synergy_Bliss=-0.755, Synergy_Loewe=-1.11, Synergy_HSA=-2.81. (2) Drug 1: CC1=C(N=C(N=C1N)C(CC(=O)N)NCC(C(=O)N)N)C(=O)NC(C(C2=CN=CN2)OC3C(C(C(C(O3)CO)O)O)OC4C(C(C(C(O4)CO)O)OC(=O)N)O)C(=O)NC(C)C(C(C)C(=O)NC(C(C)O)C(=O)NCCC5=NC(=CS5)C6=NC(=CS6)C(=O)NCCC[S+](C)C)O. Drug 2: C1=NC2=C(N1)C(=S)N=CN2. Cell line: U251. Synergy scores: CSS=52.1, Synergy_ZIP=-6.67, Synergy_Bliss=-5.05, Synergy_Loewe=-5.90, Synergy_HSA=0.215. (3) Drug 1: CCC1=CC2CC(C3=C(CN(C2)C1)C4=CC=CC=C4N3)(C5=C(C=C6C(=C5)C78CCN9C7C(C=CC9)(C(C(C8N6C)(C(=O)OC)O)OC(=O)C)CC)OC)C(=O)OC.C(C(C(=O)O)O)(C(=O)O)O. Drug 2: COC1=NC(=NC2=C1N=CN2C3C(C(C(O3)CO)O)O)N. Cell line: HCT-15. Synergy scores: CSS=10.2, Synergy_ZIP=-0.718, Synergy_Bliss=1.61, Synergy_Loewe=-6.48, Synergy_HSA=-1.60. (4) Synergy scores: CSS=58.3, Synergy_ZIP=3.91, Synergy_Bliss=3.47, Synergy_Loewe=4.69, Synergy_HSA=6.96. Drug 1: CC1=C(C(CCC1)(C)C)C=CC(=CC=CC(=CC(=O)O)C)C. Cell line: SF-539. Drug 2: CCC1(C2=C(COC1=O)C(=O)N3CC4=CC5=C(C=CC(=C5CN(C)C)O)N=C4C3=C2)O.Cl. (5) Drug 1: CCN(CC)CCCC(C)NC1=C2C=C(C=CC2=NC3=C1C=CC(=C3)Cl)OC. Drug 2: B(C(CC(C)C)NC(=O)C(CC1=CC=CC=C1)NC(=O)C2=NC=CN=C2)(O)O. Cell line: SW-620. Synergy scores: CSS=70.8, Synergy_ZIP=-0.487, Synergy_Bliss=5.42, Synergy_Loewe=-15.1, Synergy_HSA=4.17.